From a dataset of NCI-60 drug combinations with 297,098 pairs across 59 cell lines. Regression. Given two drug SMILES strings and cell line genomic features, predict the synergy score measuring deviation from expected non-interaction effect. (1) Drug 1: C1CCC(C1)C(CC#N)N2C=C(C=N2)C3=C4C=CNC4=NC=N3. Synergy scores: CSS=-1.91, Synergy_ZIP=-5.27, Synergy_Bliss=-25.7, Synergy_Loewe=-61.6, Synergy_HSA=-33.4. Drug 2: C1=NC2=C(N1)C(=S)N=CN2. Cell line: UACC62. (2) Synergy scores: CSS=7.19, Synergy_ZIP=-0.346, Synergy_Bliss=2.81, Synergy_Loewe=-2.86, Synergy_HSA=0.762. Cell line: OVCAR-5. Drug 2: CC1=C(C=C(C=C1)NC2=NC=CC(=N2)N(C)C3=CC4=NN(C(=C4C=C3)C)C)S(=O)(=O)N.Cl. Drug 1: CC12CCC(CC1=CCC3C2CCC4(C3CC=C4C5=CN=CC=C5)C)O.